This data is from Full USPTO retrosynthesis dataset with 1.9M reactions from patents (1976-2016). The task is: Predict the reactants needed to synthesize the given product. Given the product [CH2:1]([O:8][CH2:9][C:10]1[N:15]=[C:14]([OH:16])[C:13]([C:17]([OH:19])=[O:18])=[CH:12][N:11]=1)[C:2]1[CH:7]=[CH:6][CH:5]=[CH:4][CH:3]=1, predict the reactants needed to synthesize it. The reactants are: [CH2:1]([O:8][CH2:9][C:10]1[N:15]=[C:14]([OH:16])[C:13]([C:17]([O:19]CC)=[O:18])=[CH:12][N:11]=1)[C:2]1[CH:7]=[CH:6][CH:5]=[CH:4][CH:3]=1.